This data is from Reaction yield outcomes from USPTO patents with 853,638 reactions. The task is: Predict the reaction yield, written as a fraction of the theoretical maximum amount of product (1.0 means a 100% yield; for example, 0.34 means a 34% yield). (1) The reactants are CS([C:4]1[N:5]=[CH:6][C:7]2[CH:13]=[CH:12][C:11](=[O:14])[N:10]([C:15]3[CH:20]=[CH:19][CH:18]=[CH:17][CH:16]=3)[C:8]=2[N:9]=1)=O.[NH2:21][C:22]1[CH:27]=[CH:26][CH:25]=[CH:24][CH:23]=1.CCCCCC. The catalyst is C(OCC)(=O)C. The product is [C:22]1([NH:21][C:4]2[N:5]=[CH:6][C:7]3[CH:13]=[CH:12][C:11](=[O:14])[N:10]([C:15]4[CH:20]=[CH:19][CH:18]=[CH:17][CH:16]=4)[C:8]=3[N:9]=2)[CH:27]=[CH:26][CH:25]=[CH:24][CH:23]=1. The yield is 0.390. (2) The reactants are [Cl:1][C:2]1[C:7]2[N:8]=[CH:9][NH:10][C:6]=2[CH:5]=[C:4]([NH:11][C:12]2[NH:13][CH2:14][CH2:15][N:16]=2)[CH:3]=1.[Br:17]Br.N. The catalyst is CC(O)=O. The product is [Br:17][C:5]1[C:6]2[NH:10][CH:9]=[N:8][C:7]=2[C:2]([Cl:1])=[CH:3][C:4]=1[NH:11][C:12]1[NH:13][CH2:14][CH2:15][N:16]=1. The yield is 0.330. (3) The reactants are CCN(C(C)C)C(C)C.[C:10](N1C=CN=C1)(N1C=CN=C1)=[O:11].Cl.[NH2:23][CH2:24][C:25]1[CH:30]=[CH:29][C:28]([C:31]([N:33]2[CH2:42][C:41]3[CH:40]=[N:39][N:38]([CH3:43])[C:37]=3[NH:36][C:35]3[CH:44]=[C:45]([CH3:48])[CH:46]=[CH:47][C:34]2=3)=[O:32])=[CH:27][C:26]=1[F:49].Cl.Cl.[CH3:52][C:53]([CH3:63])([CH3:62])[CH2:54][CH2:55][N:56]1[CH2:61][CH2:60][NH:59][CH2:58][CH2:57]1. The catalyst is CN(C=O)C. The product is [CH3:43][N:38]1[C:37]2[NH:36][C:35]3[CH:44]=[C:45]([CH3:48])[CH:46]=[CH:47][C:34]=3[N:33]([C:31]([C:28]3[CH:29]=[CH:30][C:25]([CH2:24][NH:23][C:10]([N:59]4[CH2:58][CH2:57][N:56]([CH2:55][CH2:54][C:53]([CH3:63])([CH3:62])[CH3:52])[CH2:61][CH2:60]4)=[O:11])=[C:26]([F:49])[CH:27]=3)=[O:32])[CH2:42][C:41]=2[CH:40]=[N:39]1. The yield is 0.560. (4) The reactants are [NH2:1][C:2]1[CH:7]=[CH:6][C:5]([Br:8])=[CH:4][C:3]=1[C:9](=O)[CH3:10].Cl.C([O:15][C:16](=O)[CH2:17][NH2:18])C. The catalyst is N1C=CC=CC=1. The product is [Br:8][C:5]1[CH:6]=[CH:7][C:2]2[NH:1][C:16](=[O:15])[CH2:17][N:18]=[C:9]([CH3:10])[C:3]=2[CH:4]=1. The yield is 0.160.